Dataset: Full USPTO retrosynthesis dataset with 1.9M reactions from patents (1976-2016). Task: Predict the reactants needed to synthesize the given product. The reactants are: [N:1]1([C:8]([O:10][CH2:11][C:12]2[CH:17]=[CH:16][CH:15]=[CH:14][CH:13]=2)=[O:9])[CH2:3][C@H:2]1[C:4]([O:6][CH3:7])=[O:5].[CH3:18][C:19]([CH3:23])([CH3:22])[CH2:20][OH:21]. Given the product [CH3:18][C:19]([CH3:23])([CH3:22])[CH2:20][O:21][CH2:3][C@@H:2]([C:4]([O:6][CH3:7])=[O:5])[NH:1][C:8]([O:10][CH2:11][C:12]1[CH:13]=[CH:14][CH:15]=[CH:16][CH:17]=1)=[O:9], predict the reactants needed to synthesize it.